Task: Predict the product of the given reaction.. Dataset: Forward reaction prediction with 1.9M reactions from USPTO patents (1976-2016) Given the reactants [C:1]1([C:17]2[CH:22]=[CH:21][C:20]([C:23]3(O)[C:36]4[CH:35]=[CH:34][CH:33]=[CH:32][C:31]=4[C:30]([C:38]4[CH:43]=[CH:42][C:41]([C:44]5[C:57]6[C:58]7=[C:59]8[C:54](=[CH:55][CH:56]=6)[CH:53]=[CH:52][CH:51]=[C:50]8[CH:49]=[CH:48][C:47]7=[CH:46][CH:45]=5)=[CH:40][CH:39]=4)(O)[C:29]4[C:24]3=[CH:25][CH:26]=[CH:27][CH:28]=4)=[CH:19][CH:18]=2)[C:14]2[C:15]3=[C:16]4[C:11](=[CH:12][CH:13]=2)[CH:10]=[CH:9][CH:8]=[C:7]4[CH:6]=[CH:5][C:4]3=[CH:3][CH:2]=1.I.[PH2](O)=O, predict the reaction product. The product is: [C:44]1([C:41]2[CH:42]=[CH:43][C:38]([C:30]3[C:29]4[C:24]([C:23]([C:20]5[CH:19]=[CH:18][C:17]([C:1]6[C:14]7[C:15]8=[C:16]9[C:11](=[CH:12][CH:13]=7)[CH:10]=[CH:9][CH:8]=[C:7]9[CH:6]=[CH:5][C:4]8=[CH:3][CH:2]=6)=[CH:22][CH:21]=5)=[C:36]5[C:31]=3[CH:32]=[CH:33][CH:34]=[CH:35]5)=[CH:25][CH:26]=[CH:27][CH:28]=4)=[CH:39][CH:40]=2)[C:57]2[C:58]3=[C:59]4[C:54](=[CH:55][CH:56]=2)[CH:53]=[CH:52][CH:51]=[C:50]4[CH:49]=[CH:48][C:47]3=[CH:46][CH:45]=1.